This data is from Reaction yield outcomes from USPTO patents with 853,638 reactions. The task is: Predict the reaction yield, written as a fraction of the theoretical maximum amount of product (1.0 means a 100% yield; for example, 0.34 means a 34% yield). The reactants are Br[CH2:2][C:3]1[C:4]([Cl:14])=[C:5]([O:12][CH3:13])[CH:6]=[C:7]([O:10][CH3:11])[C:8]=1[Cl:9].[C-:15]#[N:16].[Na+]. The catalyst is CS(C)=O. The product is [Cl:9][C:8]1[C:7]([O:10][CH3:11])=[CH:6][C:5]([O:12][CH3:13])=[C:4]([Cl:14])[C:3]=1[CH2:2][C:15]#[N:16]. The yield is 0.520.